This data is from Reaction yield outcomes from USPTO patents with 853,638 reactions. The task is: Predict the reaction yield, written as a fraction of the theoretical maximum amount of product (1.0 means a 100% yield; for example, 0.34 means a 34% yield). (1) The reactants are [CH2:1]([S:3]([C:6]1[CH:7]=[C:8]([C:12]2[C:17]3[C:18]4[CH:24]=[C:23]([CH3:25])[CH:22]=[N:21][C:19]=4[NH:20][C:16]=3[C:15]([C:26]#[N:27])=[N:14][CH:13]=2)[CH:9]=[CH:10][CH:11]=1)(=[O:5])=[O:4])[CH3:2].[OH-:28].[K+].OO. The catalyst is C1COCC1. The product is [CH2:1]([S:3]([C:6]1[CH:7]=[C:8]([C:12]2[C:17]3[C:18]4[CH:24]=[C:23]([CH3:25])[CH:22]=[N:21][C:19]=4[NH:20][C:16]=3[C:15]([C:26]([NH2:27])=[O:28])=[N:14][CH:13]=2)[CH:9]=[CH:10][CH:11]=1)(=[O:4])=[O:5])[CH3:2]. The yield is 0.770. (2) The reactants are [Cl:1][C:2]1[N:7]=[C:6]([NH:8][CH:9]([C:11]2[CH:12]=[C:13]([CH:18]=[CH:19][CH:20]=2)[C:14]([O:16]C)=[O:15])[CH3:10])[CH:5]=[N:4][CH:3]=1.[OH-].[Na+]. The catalyst is CO.ClCCl. The product is [Cl:1][C:2]1[N:7]=[C:6]([NH:8][CH:9]([C:11]2[CH:12]=[C:13]([CH:18]=[CH:19][CH:20]=2)[C:14]([OH:16])=[O:15])[CH3:10])[CH:5]=[N:4][CH:3]=1. The yield is 0.410. (3) The reactants are [CH2:1]([C:7]1([CH:14]=[O:15])[CH2:12][CH:11]2[CH2:13][CH:8]1[CH:9]=[CH:10]2)[CH2:2][CH2:3][CH2:4][CH2:5][CH3:6].[Cl-].[Al+3].[Cl-].[Cl-].S(=O)(=O)(O)O. The catalyst is C1(C)C=CC=CC=1. The product is [CH2:1]([CH:7]1[CH2:12][CH:11]2[CH2:10][CH:9]([CH:8]=[CH:13]2)[C:14]1=[O:15])[CH2:2][CH2:3][CH2:4][CH2:5][CH3:6]. The yield is 0.690. (4) The reactants are [CH3:1][O:2][C:3]1[CH:4]=[C:5]2[C:9](=[CH:10][CH:11]=1)[NH:8][C:7]([C:12]#[N:13])=[CH:6]2.C([O-])([O-])=O.[K+].[K+].Cl[CH2:21][CH2:22][N:23]1[CH2:28][CH2:27][N:26]([CH3:29])[CH2:25][CH2:24]1.CN1C(=O)CCC1. The catalyst is O. The product is [CH3:1][O:2][C:3]1[CH:4]=[C:5]2[C:9](=[CH:10][CH:11]=1)[N:8]([CH2:21][CH2:22][N:23]1[CH2:28][CH2:27][N:26]([CH3:29])[CH2:25][CH2:24]1)[C:7]([C:12]#[N:13])=[CH:6]2. The yield is 0.260. (5) The reactants are [Cl:1][C:2]1[N:3]=[C:4]([C:9]([NH:11][C@@H:12]2[CH2:17][CH2:16][N:15]([C:18]3[S:19][C:20]([C:24](O)=O)=[C:21](C)[N:22]=3)[CH2:14][C@@H:13]2[O:27][CH3:28])=[O:10])[NH:5][C:6]=1[CH2:7][CH3:8].Cl.[OH-].[Na+]. The catalyst is C1COCC1. The product is [Cl:1][C:2]1[N:3]=[C:4]([C:9]([NH:11][C@@H:12]2[CH2:17][CH2:16][N:15]([C:18]3[S:19][C:20]([CH3:24])=[CH:21][N:22]=3)[CH2:14][C@@H:13]2[O:27][CH3:28])=[O:10])[NH:5][C:6]=1[CH2:7][CH3:8]. The yield is 1.00.